This data is from Full USPTO retrosynthesis dataset with 1.9M reactions from patents (1976-2016). The task is: Predict the reactants needed to synthesize the given product. (1) Given the product [CH3:1][C:2]1[O:6][C:5]([C:7]2[CH:8]=[CH:9][C:10]([C:11]([NH:13][CH2:14][CH2:15][C:16]3[CH:17]=[N:18][CH:19]=[CH:20][CH:21]=3)=[O:12])=[CH:22][CH:23]=2)=[N:4][C:3]=1[CH2:24][S:25]([CH:28]1[CH2:29][CH2:30][N:31]([CH3:34])[CH2:32][CH2:33]1)(=[O:27])=[O:26], predict the reactants needed to synthesize it. The reactants are: [CH3:1][C:2]1[O:6][C:5]([C:7]2[CH:23]=[CH:22][C:10]([C:11]([NH:13][CH2:14][CH2:15][C:16]3[CH:17]=[N:18][CH:19]=[CH:20][CH:21]=3)=[O:12])=[CH:9][CH:8]=2)=[N:4][C:3]=1[CH2:24][S:25]([CH:28]1[CH2:33][CH2:32][NH:31][CH2:30][CH2:29]1)(=[O:27])=[O:26].[CH2:34]=O. (2) Given the product [CH3:40][C:8]1[CH:9]=[C:10]([S:13][C:14]2[CH:19]=[C:18]([O:20][C:21]3[CH:26]=[CH:25][CH:24]=[C:23]([C:27]([F:29])([F:30])[F:28])[CH:22]=3)[CH:17]=[C:16]([C:31]#[C:32][CH2:33][N:34]3[CH2:39][CH2:38][O:37][CH2:36][CH2:35]3)[CH:15]=2)[CH:11]=[CH:12][C:7]=1[O:6][CH2:5][C:4]([OH:41])=[O:3], predict the reactants needed to synthesize it. The reactants are: C([O:3][C:4](=[O:41])[CH2:5][O:6][C:7]1[CH:12]=[CH:11][C:10]([S:13][C:14]2[CH:19]=[C:18]([O:20][C:21]3[CH:26]=[CH:25][CH:24]=[C:23]([C:27]([F:30])([F:29])[F:28])[CH:22]=3)[CH:17]=[C:16]([C:31]#[C:32][CH2:33][N:34]3[CH2:39][CH2:38][O:37][CH2:36][CH2:35]3)[CH:15]=2)=[CH:9][C:8]=1[CH3:40])C.[OH-].[Na+].Cl. (3) Given the product [Br:1][C:2]1[CH:3]=[CH:4][C:5]([C:6]([O:8][CH2:9][C@:10]2([CH:21]=[O:22])[C:19]3[C:14](=[CH:15][C:16]([Cl:20])=[CH:17][CH:18]=3)[CH2:13][CH2:12][CH2:11]2)=[O:7])=[CH:23][CH:24]=1, predict the reactants needed to synthesize it. The reactants are: [Br:1][C:2]1[CH:24]=[CH:23][C:5]([C:6]([O:8][CH2:9][C@:10]2([CH2:21][OH:22])[C:19]3[C:14](=[CH:15][C:16]([Cl:20])=[CH:17][CH:18]=3)[CH2:13][CH2:12][CH2:11]2)=[O:7])=[CH:4][CH:3]=1.CC(OI1(OC(C)=O)(OC(C)=O)OC(=O)C2C=CC=CC1=2)=O.